This data is from Full USPTO retrosynthesis dataset with 1.9M reactions from patents (1976-2016). The task is: Predict the reactants needed to synthesize the given product. (1) Given the product [F:1][C:2]1[C:3]([C:9]([N:26]([O:27][CH3:28])[CH3:25])=[O:11])=[N:4][CH:5]=[C:6]([F:8])[CH:7]=1, predict the reactants needed to synthesize it. The reactants are: [F:1][C:2]1[C:3]([C:9]([OH:11])=O)=[N:4][CH:5]=[C:6]([F:8])[CH:7]=1.C1N=CN(C(N2C=NC=C2)=O)C=1.Cl.[CH3:25][NH:26][O:27][CH3:28].CCN(C(C)C)C(C)C. (2) Given the product [CH2:1]([C@@H:8]1[CH2:12][O:11][C:10](=[O:13])[N:9]1[C:14](=[O:33])[C@H:15]([CH3:32])[C@H:16]([C@H:18]1[CH2:22][O:21][C:20]([CH3:24])([CH3:23])[N:19]1[C:25]([O:27][C:28]([CH3:31])([CH3:30])[CH3:29])=[O:26])[O:17][Si:42]([C:45]([CH3:48])([CH3:47])[CH3:46])([CH3:44])[CH3:43])[C:2]1[CH:7]=[CH:6][CH:5]=[CH:4][CH:3]=1, predict the reactants needed to synthesize it. The reactants are: [CH2:1]([C@@H:8]1[CH2:12][O:11][C:10](=[O:13])[N:9]1[C:14](=[O:33])[C@H:15]([CH3:32])[C@H:16]([C@H:18]1[CH2:22][O:21][C:20]([CH3:24])([CH3:23])[N:19]1[C:25]([O:27][C:28]([CH3:31])([CH3:30])[CH3:29])=[O:26])[OH:17])[C:2]1[CH:7]=[CH:6][CH:5]=[CH:4][CH:3]=1.N1C(C)=CC=CC=1C.[Si:42](OS(C(F)(F)F)(=O)=O)([C:45]([CH3:48])([CH3:47])[CH3:46])([CH3:44])[CH3:43]. (3) Given the product [CH3:1][O:2][C:3]([C:5]1[C:14]2[CH2:13][CH2:12][CH2:11][CH2:10][C:9]=2[CH:8]=[CH:7][C:6]=1[NH2:15])=[O:4], predict the reactants needed to synthesize it. The reactants are: [CH3:1][O:2][C:3]([C:5]1[C:14]2[CH2:13][CH2:12][CH2:11][CH2:10][C:9]=2[CH:8]=[CH:7][C:6]=1[N:15]=C(C1C=CC=CC=1)C1C=CC=CC=1)=[O:4].Cl. (4) Given the product [CH3:31][C:25]1[CH:26]=[CH:27][CH:28]=[C:29]([CH3:30])[C:24]=1/[CH:23]=[CH:22]/[CH:19]1[CH2:20][CH2:21][N:16]([C:14](=[O:15])[CH2:13][N:1]2[CH:5]=[CH:4][N:3]=[CH:2]2)[CH2:17][CH2:18]1, predict the reactants needed to synthesize it. The reactants are: [NH:1]1[CH:5]=[CH:4][N:3]=[CH:2]1.C(=O)([O-])[O-].[K+].[K+].Cl[CH2:13][C:14]([N:16]1[CH2:21][CH2:20][CH:19](/[CH:22]=[CH:23]/[C:24]2[C:29]([CH3:30])=[CH:28][CH:27]=[CH:26][C:25]=2[CH3:31])[CH2:18][CH2:17]1)=[O:15].C(=O)([O-])O.[Na+]. (5) The reactants are: [CH3:1][CH:2]([C:8](OCC)=O)[C:3]([O:5]CC)=[O:4].[O-]CC.[Na+].[Na].ClC[C:20]1[CH:25]=[CH:24][C:23]([CH:26]([CH3:28])[CH3:27])=[CH:22][CH:21]=1.[OH-].[K+]. Given the product [CH:26]([C:23]1[CH:24]=[CH:25][C:20]([CH2:8][CH:2]([CH3:1])[C:3]([OH:5])=[O:4])=[CH:21][CH:22]=1)([CH3:28])[CH3:27], predict the reactants needed to synthesize it. (6) The reactants are: [N+:1]([C:4]1[CH:5]=[C:6]([C:10]2[CH:15]=[N:14][CH:13]=[CH:12][N:11]=2)[CH:7]=[CH:8][CH:9]=1)([O-])=O. Given the product [N:11]1[CH:12]=[CH:13][N:14]=[CH:15][C:10]=1[C:6]1[CH:5]=[C:4]([CH:9]=[CH:8][CH:7]=1)[NH2:1], predict the reactants needed to synthesize it. (7) Given the product [Br:10][C:11]1[CH:12]=[C:13]([CH:17]([O:22][Si:2]([CH3:1])([CH3:8])[CH3:9])[C:18]([CH3:20])([CH3:19])[CH3:21])[CH:14]=[CH:15][CH:16]=1, predict the reactants needed to synthesize it. The reactants are: [CH3:1][Si:2]([CH3:9])([CH3:8])N1C=CN=C1.[Br:10][C:11]1[CH:12]=[C:13]([CH:17]([OH:22])[C:18]([CH3:21])([CH3:20])[CH3:19])[CH:14]=[CH:15][CH:16]=1.